The task is: Predict the reactants needed to synthesize the given product.. This data is from Full USPTO retrosynthesis dataset with 1.9M reactions from patents (1976-2016). (1) Given the product [Br:13][CH:7]1[C:6](=[O:11])[C:5]([CH2:1][CH:2]([CH3:4])[CH3:3])([CH3:12])[CH2:10][CH2:9][CH2:8]1, predict the reactants needed to synthesize it. The reactants are: [CH2:1]([C:5]1([CH3:12])[CH2:10][CH2:9][CH2:8][CH2:7][C:6]1=[O:11])[CH:2]([CH3:4])[CH3:3].[Br:13]C1CC(C(C)C)CCC1=O. (2) Given the product [CH3:17][O:14][C:13]([C:11]1[CH:10]=[CH:9][C:8]2[C:2](=[O:1])[CH2:3][CH2:4][CH2:5][S:6][C:7]=2[CH:12]=1)=[O:15], predict the reactants needed to synthesize it. The reactants are: [O:1]=[C:2]1[C:8]2[CH:9]=[CH:10][C:11]([C:13]([OH:15])=[O:14])=[CH:12][C:7]=2[S:6][CH2:5][CH2:4][CH2:3]1.O1CCOC[CH2:17]1.Cl.C(=O)([O-])O.[Na+]. (3) Given the product [Si:1]([O:8][C@@H:9]1[C@@H:13]([CH:14]=[O:15])[O:12][C@@H:11]([N:16]2[C:20]3[N:21]=[C:22]([NH:34][C:35](=[O:42])[C:36]4[CH:41]=[CH:40][CH:39]=[CH:38][CH:37]=4)[N:23]=[C:24]([NH:25][C:26](=[O:33])[C:27]4[CH:28]=[CH:29][CH:30]=[CH:31][CH:32]=4)[C:19]=3[CH:18]=[CH:17]2)[CH2:10]1)([C:4]([CH3:5])([CH3:6])[CH3:7])([CH3:3])[CH3:2], predict the reactants needed to synthesize it. The reactants are: [Si:1]([O:8][C@@H:9]1[C@@H:13]([CH2:14][OH:15])[O:12][C@@H:11]([N:16]2[C:20]3[N:21]=[C:22]([NH:34][C:35](=[O:42])[C:36]4[CH:41]=[CH:40][CH:39]=[CH:38][CH:37]=4)[N:23]=[C:24]([NH:25][C:26](=[O:33])[C:27]4[CH:32]=[CH:31][CH:30]=[CH:29][CH:28]=4)[C:19]=3[CH:18]=[CH:17]2)[CH2:10]1)([C:4]([CH3:7])([CH3:6])[CH3:5])([CH3:3])[CH3:2].